From a dataset of HIV replication inhibition screening data with 41,000+ compounds from the AIDS Antiviral Screen. Binary Classification. Given a drug SMILES string, predict its activity (active/inactive) in a high-throughput screening assay against a specified biological target. (1) The compound is Cc1nnc2nc(-c3ccccc3)nc(-c3ccccc3)n12. The result is 0 (inactive). (2) The compound is COc1ccc(C=C2C(=O)Nc3ccccc32)cc1OC. The result is 0 (inactive). (3) The drug is O=C1C2C3CCC(O3)C2C(=O)N1N1C(=O)C2C3CCC(O3)C2C1=O. The result is 0 (inactive). (4) The result is 0 (inactive). The molecule is COc1ccc(C2SC(=Cc3cc(OC)c(OC)c(OC)c3)C(=O)N2NC(=O)Cc2ccccc2)cc1. (5) The molecule is S=C(S)N1CCNCC1. The result is 0 (inactive). (6) The drug is CCOc1ccc(N=Cc2ccc3ccccc3n2)cc1. The result is 0 (inactive). (7) The compound is Cc1cc(NS(=O)(=O)c2ccc(N=Nc3c(N)n(C)c(=O)n(C)c3=O)cc2)nc(C)n1. The result is 0 (inactive).